From a dataset of Full USPTO retrosynthesis dataset with 1.9M reactions from patents (1976-2016). Predict the reactants needed to synthesize the given product. Given the product [OH:30][C:26]1[C:25]([CH3:32])=[CH:24][CH:23]=[C:22]2[C:27]=1[CH2:28][CH2:29][NH:20][CH2:21]2, predict the reactants needed to synthesize it. The reactants are: FC1C=CC(C2N=C(C([N:20]3[CH2:29][CH2:28][C:27]4[C:22](=[CH:23][CH:24]=[CH:25][C:26]=4[OH:30])[CH2:21]3)=O)C3C(=CC=CC=3)N=2)=CC=1.F[C:32]1C=CC(C2N=C(C(O)=O)C3C(=CC=CC=3)N=2)=CC=1.Cl.OC1C=CC=C2C=1CCNC2.